Dataset: Forward reaction prediction with 1.9M reactions from USPTO patents (1976-2016). Task: Predict the product of the given reaction. (1) Given the reactants [F:1][C:2]1[CH:3]=[C:4]([NH:18][C:19](=[O:25])[C:20]([O:22]CC)=O)[CH:5]=[CH:6][C:7]=1[O:8][C:9]1[CH:14]=[CH:13][N:12]=[C:11]2[CH:15]=[CH:16][S:17][C:10]=12.[F:26][C:27]1[CH:28]=[C:29]([CH:31]=[CH:32][CH:33]=1)[NH2:30], predict the reaction product. The product is: [F:1][C:2]1[CH:3]=[C:4]([NH:18][C:19](=[O:25])[C:20]([NH:30][C:29]2[CH:31]=[CH:32][CH:33]=[C:27]([F:26])[CH:28]=2)=[O:22])[CH:5]=[CH:6][C:7]=1[O:8][C:9]1[CH:14]=[CH:13][N:12]=[C:11]2[CH:15]=[CH:16][S:17][C:10]=12. (2) The product is: [Br:2][C:3]1[CH:7]=[C:6]([C:8]2([O:12][CH3:13])[CH2:11][N:10]([S:25]([CH:23]([CH3:24])[CH3:22])(=[O:27])=[O:26])[CH2:9]2)[N:5]([CH3:14])[N:4]=1. Given the reactants Cl.[Br:2][C:3]1[CH:7]=[C:6]([C:8]2([O:12][CH3:13])[CH2:11][NH:10][CH2:9]2)[N:5]([CH3:14])[N:4]=1.C(N(CC)CC)C.[CH3:22][CH:23]([S:25](Cl)(=[O:27])=[O:26])[CH3:24].C(=O)([O-])O.[Na+], predict the reaction product. (3) Given the reactants Br[C:2]1[C:3]([NH:9][CH:10]([CH:12]2[CH2:17][CH2:16][N:15]([C:18]([O:20][C:21]([CH3:24])([CH3:23])[CH3:22])=[O:19])[CH2:14][CH2:13]2)[CH3:11])=[N:4][C:5]([Cl:8])=[N:6][CH:7]=1.[C:25]([O:30][CH2:31][CH3:32])(=[O:29])[C:26]#[C:27][CH3:28].[Cl-].[Li+].C(=O)(O)O, predict the reaction product. The product is: [C:21]([O:20][C:18]([N:15]1[CH2:16][CH2:17][CH:12]([CH:10]([N:9]2[C:3]3[N:4]=[C:5]([Cl:8])[N:6]=[CH:7][C:2]=3[C:26]([C:25]([O:30][CH2:31][CH3:32])=[O:29])=[C:27]2[CH3:28])[CH3:11])[CH2:13][CH2:14]1)=[O:19])([CH3:24])([CH3:23])[CH3:22]. (4) Given the reactants [F:1][C:2]([F:24])([C:17]1[CH:22]=[CH:21][C:20]([F:23])=[CH:19][N:18]=1)[C:3]1[N:12]=[C:11]([OH:13])[C:10]2[C:5](=[C:6]([C:14]([OH:16])=[O:15])[CH:7]=[CH:8][CH:9]=2)[N:4]=1.Cl.[CH3:26]COCC, predict the reaction product. The product is: [F:24][C:2]([F:1])([C:17]1[CH:22]=[CH:21][C:20]([F:23])=[CH:19][N:18]=1)[C:3]1[NH:12][C:11](=[O:13])[C:10]2[C:5](=[C:6]([C:14]([O:16][CH3:26])=[O:15])[CH:7]=[CH:8][CH:9]=2)[N:4]=1. (5) The product is: [C:1]([O:5][C:6]([N:8]1[CH2:13][CH2:12][C:11]2[NH:49][N:50]=[C:44]([C:43]3[CH:47]=[CH:48][C:40]([Br:39])=[CH:41][CH:42]=3)[C:10]=2[CH2:9]1)=[O:7])([CH3:4])([CH3:3])[CH3:2]. Given the reactants [C:1]([O:5][C:6]([N:8]1[CH2:13][CH2:12][C:11](=O)[CH2:10][CH2:9]1)=[O:7])([CH3:4])([CH3:3])[CH3:2].N1CCOCC1.CC1C=CC(S(O)(=O)=O)=CC=1.CCN(CC)CC.[Br:39][C:40]1[CH:48]=[CH:47][C:43]([C:44](Cl)=O)=[CH:42][CH:41]=1.[NH2:49][NH2:50], predict the reaction product. (6) Given the reactants [CH3:1][C:2]1[C:3]([N:9]2[CH2:14][CH2:13][N:12]([C:15]([C:17]3[CH:22]=[CH:21][C:20]([N:23]4[CH2:27][CH2:26][CH2:25][S:24]4(=[O:29])=[O:28])=[CH:19][C:18]=3[N:30]3[CH2:34][CH2:33][O:32][C:31]3=[O:35])=[O:16])[CH2:11][CH2:10]2)=[N:4][CH:5]=[C:6]([CH3:8])[CH:7]=1.[ClH:36].C(OCC)(=O)C, predict the reaction product. The product is: [ClH:36].[CH3:1][C:2]1[C:3]([N:9]2[CH2:14][CH2:13][N:12]([C:15]([C:17]3[CH:22]=[CH:21][C:20]([N:23]4[CH2:27][CH2:26][CH2:25][S:24]4(=[O:28])=[O:29])=[CH:19][C:18]=3[N:30]3[CH2:34][CH2:33][O:32][C:31]3=[O:35])=[O:16])[CH2:11][CH2:10]2)=[N:4][CH:5]=[C:6]([CH3:8])[CH:7]=1.